From a dataset of Forward reaction prediction with 1.9M reactions from USPTO patents (1976-2016). Predict the product of the given reaction. (1) Given the reactants C(OC([NH:8][C@@H:9]([CH2:22][C:23]1[CH:28]=[CH:27][C:26]([F:29])=[CH:25][CH:24]=1)[CH2:10][O:11][C:12]1[CH:13]=[N:14][CH:15]=[C:16]([CH:21]=1)[C:17](OC)=O)=O)(C)(C)C.[CH3:30][O:31][C:32]1[CH:33]=[C:34]2[C:39](=[CH:40][C:41]=1[O:42][CH3:43])[N:38]=[CH:37][C:36]([C:44]#[N:45])=[C:35]2[CH3:46].[Li+].C[Si]([N-:52][Si](C)(C)C)(C)C.C(=O)=O.C(O)(C(F)(F)F)=O, predict the reaction product. The product is: [NH2:8][C@@H:9]([CH2:22][C:23]1[CH:24]=[CH:25][C:26]([F:29])=[CH:27][CH:28]=1)[CH2:10][O:11][C:12]1[CH:21]=[C:16]([C:17]2[CH:46]=[C:35]3[C:36](=[C:44]([NH2:52])[N:45]=2)[CH:37]=[N:38][C:39]2[CH:40]=[C:41]([O:42][CH3:43])[C:32]([O:31][CH3:30])=[CH:33][C:34]3=2)[CH:15]=[N:14][CH:13]=1. (2) Given the reactants C(N(CC)CC)C.[Cl:8][CH2:9][CH2:10][CH2:11][C:12](Cl)=[O:13].[CH3:15][O:16][C:17]1[CH:18]=[C:19]2[C:24](=[C:25]3[CH2:29][C:28]([CH3:31])([CH3:30])[O:27][C:26]=13)[C:23]([C:32]1[CH:33]=[C:34]([NH2:38])[CH:35]=[CH:36][CH:37]=1)=[N:22][C:21]([CH3:40])([CH3:39])[CH2:20]2.[OH-].[Na+], predict the reaction product. The product is: [Cl:8][CH2:9][CH2:10][CH2:11][C:12]([NH:38][C:34]1[CH:35]=[CH:36][CH:37]=[C:32]([C:23]2[C:24]3[C:19](=[CH:18][C:17]([O:16][CH3:15])=[C:26]4[O:27][C:28]([CH3:30])([CH3:31])[CH2:29][C:25]4=3)[CH2:20][C:21]([CH3:40])([CH3:39])[N:22]=2)[CH:33]=1)=[O:13]. (3) Given the reactants CS(C)=O.[OH:5][C:6]1[C:15]([CH3:16])=[CH:14][CH:13]=[C:12]2[C:7]=1[CH:8]=[CH:9][NH:10][C:11]2=[O:17].Cl[C:19]1[C:24]([C:25]2[CH:30]=[CH:29][N:28]=[C:27]([NH:31][CH3:32])[N:26]=2)=[CH:23][CH:22]=[CH:21][N:20]=1.C(=O)([O-])[O-].[Cs+].[Cs+], predict the reaction product. The product is: [CH3:16][C:15]1[C:6]([O:5][C:19]2[C:24]([C:25]3[CH:30]=[CH:29][N:28]=[C:27]([NH:31][CH3:32])[N:26]=3)=[CH:23][CH:22]=[CH:21][N:20]=2)=[C:7]2[C:12](=[CH:13][CH:14]=1)[C:11](=[O:17])[NH:10][CH:9]=[CH:8]2. (4) Given the reactants [CH3:1][C:2]([N:6]1[CH2:10][CH2:9][CH2:8][CH2:7]1)([CH3:5])[C:3]#[N:4].[C:11]1([Li])[CH:16]=[CH:15][CH:14]=[CH:13][CH:12]=1.C(=O)([O-])O.[Na+].[BH4-].[Na+], predict the reaction product. The product is: [CH3:1][C:2]([N:6]1[CH2:10][CH2:9][CH2:8][CH2:7]1)([CH3:5])[CH:3]([NH2:4])[C:11]1[CH:16]=[CH:15][CH:14]=[CH:13][CH:12]=1. (5) Given the reactants [Br:1][C:2]1[CH:3]=[C:4]2[C:9](=[CH:10][CH:11]=1)[C:8](=[O:12])[N:7]([CH2:13][C:14]1[CH:19]=[CH:18][C:17]([S:20]([CH3:23])(=[O:22])=[O:21])=[CH:16][CH:15]=1)[C:6]([CH:24]=[O:25])=[C:5]2[C:26]1[CH:31]=[CH:30][CH:29]=[CH:28][CH:27]=1.[CH2:32]([Mg]Cl)[C:33]1[CH:38]=[CH:37][CH:36]=[CH:35][CH:34]=1.O.[CH2:42]1COCC1, predict the reaction product. The product is: [Br:1][C:2]1[CH:3]=[C:4]2[C:9](=[CH:10][CH:11]=1)[C:8](=[O:12])[N:7]([CH2:13][C:14]1[CH:15]=[CH:16][C:17]([S:20]([CH2:23][CH3:42])(=[O:21])=[O:22])=[CH:18][CH:19]=1)[C:6]([CH:24]([OH:25])[CH2:32][C:33]1[CH:38]=[CH:37][CH:36]=[CH:35][CH:34]=1)=[C:5]2[C:26]1[CH:27]=[CH:28][CH:29]=[CH:30][CH:31]=1.